Dataset: Peptide-MHC class I binding affinity with 185,985 pairs from IEDB/IMGT. Task: Regression. Given a peptide amino acid sequence and an MHC pseudo amino acid sequence, predict their binding affinity value. This is MHC class I binding data. (1) The MHC is Mamu-A01 with pseudo-sequence Mamu-A01. The binding affinity (normalized) is 0.198. The peptide sequence is PSYVKYRYL. (2) The peptide sequence is EFCDMLRLF. The MHC is HLA-A26:01 with pseudo-sequence HLA-A26:01. The binding affinity (normalized) is 0.0847. (3) The MHC is HLA-A02:06 with pseudo-sequence HLA-A02:06. The binding affinity (normalized) is 0.866. The peptide sequence is GLLRVISGV. (4) The MHC is HLA-A02:01 with pseudo-sequence HLA-A02:01. The binding affinity (normalized) is 0.213. The peptide sequence is DYNFVKQLF. (5) The peptide sequence is KTTARHLGH. The MHC is HLA-A80:01 with pseudo-sequence HLA-A80:01. The binding affinity (normalized) is 0.710. (6) The peptide sequence is TPGPGIRYPL. The MHC is HLA-A30:01 with pseudo-sequence HLA-A30:01. The binding affinity (normalized) is 0.